Dataset: Full USPTO retrosynthesis dataset with 1.9M reactions from patents (1976-2016). Task: Predict the reactants needed to synthesize the given product. (1) Given the product [Cl:25][C:26]1[CH:27]=[C:28]([C:2]2[CH:3]=[CH:4][C:5]3[N:6]([C:8]([CH2:11][O:12][C:13]4[C:22]5[C:17](=[CH:18][C:19]([O:23][CH3:24])=[CH:20][CH:21]=5)[N:16]=[CH:15][CH:14]=4)=[N:9][N:10]=3)[N:7]=2)[CH:29]=[CH:30][C:31]=1[CH2:43][OH:46], predict the reactants needed to synthesize it. The reactants are: Cl[C:2]1[CH:3]=[CH:4][C:5]2[N:6]([C:8]([CH2:11][O:12][C:13]3[C:22]4[C:17](=[CH:18][C:19]([O:23][CH3:24])=[CH:20][CH:21]=4)[N:16]=[CH:15][CH:14]=3)=[N:9][N:10]=2)[N:7]=1.[Cl:25][C:26]1[CH:27]=[C:28](CO)[CH:29]=[CH:30][C:31]=1B1OC(C)(C)C(C)(C)O1.[C:43](=[O:46])([O-])[O-].[Na+].[Na+]. (2) Given the product [O:21]1[CH:22]=[CH:23][CH:24]=[C:20]1[C:18]([N:17]([CH:25]1[CH2:26][CH2:27][N:28]([CH2:31][CH:32]([C:43]2[CH:44]=[CH:45][CH:46]=[CH:47][CH:48]=2)[C:33]([O:35][CH2:36][C:37]2[CH:38]=[CH:39][CH:40]=[CH:41][CH:42]=2)=[O:34])[CH2:29][CH2:30]1)[C:13]1[CH:14]=[CH:15][CH:16]=[C:11]([NH:10][C:9]([NH2:49])=[NH:8])[CH:12]=1)=[O:19], predict the reactants needed to synthesize it. The reactants are: C(OC([N:8]=[C:9]([NH:49]C(OC(C)(C)C)=O)[NH:10][C:11]1[CH:12]=[C:13]([N:17]([CH:25]2[CH2:30][CH2:29][N:28]([CH2:31][CH:32]([C:43]3[CH:48]=[CH:47][CH:46]=[CH:45][CH:44]=3)[C:33]([O:35][CH2:36][C:37]3[CH:42]=[CH:41][CH:40]=[CH:39][CH:38]=3)=[O:34])[CH2:27][CH2:26]2)[C:18]([C:20]2[O:21][CH:22]=[CH:23][CH:24]=2)=[O:19])[CH:14]=[CH:15][CH:16]=1)=O)(C)(C)C.FC(F)(F)C(O)=O. (3) Given the product [Cl:1][C:2]1[N:7]=[C:6]([C:8]2[CH:12]=[N:11][N:10]([CH3:21])[C:9]=2[C:13]2[CH:18]=[CH:17][C:16]([Cl:19])=[CH:15][C:14]=2[Cl:20])[CH:5]=[CH:4][N:3]=1, predict the reactants needed to synthesize it. The reactants are: [Cl:1][C:2]1[N:7]=[C:6]([C:8]2[C:9]([C:13]3[CH:18]=[CH:17][C:16]([Cl:19])=[CH:15][C:14]=3[Cl:20])=[N:10][NH:11][CH:12]=2)[CH:5]=[CH:4][N:3]=1.[C:21](=O)([O-])[O-].[K+].[K+].CI.O.